Dataset: Forward reaction prediction with 1.9M reactions from USPTO patents (1976-2016). Task: Predict the product of the given reaction. Given the reactants [Br:1][CH2:2][C:3](Br)=[O:4].[O:6]([C:13]1[CH:18]=[CH:17][C:16]([C:19]2[N:24]=[CH:23][CH:22]=[CH:21][N:20]=2)=[CH:15][CH:14]=1)[C:7]1[CH:12]=[CH:11][CH:10]=[CH:9][CH:8]=1.[Al+3].[Cl-].[Cl-].[Cl-], predict the reaction product. The product is: [Br:1][CH2:2][C:3]([C:10]1[CH:11]=[CH:12][C:7]([O:6][C:13]2[CH:18]=[CH:17][C:16]([C:19]3[N:20]=[CH:21][CH:22]=[CH:23][N:24]=3)=[CH:15][CH:14]=2)=[CH:8][CH:9]=1)=[O:4].